From a dataset of Forward reaction prediction with 1.9M reactions from USPTO patents (1976-2016). Predict the product of the given reaction. (1) Given the reactants [Cl:1][C:2]1[CH:7]=[CH:6][CH:5]=[C:4]([F:8])[C:3]=1[CH2:9][O:10][C:11]1[CH:16]=[CH:15][C:14]2[C:17]3([CH2:32][O:33][C:13]=2[C:12]=1[F:34])[CH2:22][CH2:21][N:20]([CH2:23][CH2:24][C:25]([O:27]C(C)(C)C)=[O:26])[CH2:19][CH2:18]3.[OH-].[Na+].Cl, predict the reaction product. The product is: [Cl:1][C:2]1[CH:7]=[CH:6][CH:5]=[C:4]([F:8])[C:3]=1[CH2:9][O:10][C:11]1[CH:16]=[CH:15][C:14]2[C:17]3([CH2:32][O:33][C:13]=2[C:12]=1[F:34])[CH2:22][CH2:21][N:20]([CH2:23][CH2:24][C:25]([OH:27])=[O:26])[CH2:19][CH2:18]3. (2) Given the reactants CS([C:4]1[N:9]=[CH:8][C:7]2=[CH:10][CH:11]=[C:12]([C:13]3[CH:18]=[CH:17][CH:16]=[CH:15][C:14]=3[O:19][CH3:20])[N:6]2[N:5]=1)=O.C(N(CC)C(C)C)(C)C.[NH2:30][C:31]1[CH:32]=[C:33]([C:37]([N:39]2[CH2:44][CH2:43][N:42]([CH3:45])[CH2:41][CH2:40]2)=[O:38])[CH:34]=[CH:35][CH:36]=1.COCC(O)C, predict the reaction product. The product is: [CH3:20][O:19][C:14]1[CH:15]=[CH:16][CH:17]=[CH:18][C:13]=1[C:12]1[N:6]2[C:7]([CH:8]=[N:9][C:4]([NH:30][C:31]3[CH:32]=[C:33]([C:37]([N:39]4[CH2:44][CH2:43][N:42]([CH3:45])[CH2:41][CH2:40]4)=[O:38])[CH:34]=[CH:35][CH:36]=3)=[N:5]2)=[CH:10][CH:11]=1. (3) Given the reactants [NH2:1][C:2]1[CH:14]=[CH:13][C:5]2[S:6][C:7]([C:9]([O:11][CH3:12])=[O:10])=[CH:8][C:4]=2[CH:3]=1.[F:15][C:16]([F:27])([F:26])[C:17](O[C:17](=[O:18])[C:16]([F:27])([F:26])[F:15])=[O:18].C(N(CC)CC)C.O1CCCC1, predict the reaction product. The product is: [F:15][C:16]([F:27])([F:26])[C:17]([NH:1][C:2]1[CH:14]=[CH:13][C:5]2[S:6][C:7]([C:9]([O:11][CH3:12])=[O:10])=[CH:8][C:4]=2[CH:3]=1)=[O:18]. (4) Given the reactants [N:1]1[C:8](Cl)=[N:7][C:5](Cl)=[N:4][C:2]=1[Cl:3].[NH:10]1[CH2:15][CH2:14][O:13][CH2:12][CH2:11]1.[OH2:16], predict the reaction product. The product is: [Cl:3][C:2]1[N:1]=[C:8]([N:10]2[CH2:15][CH2:14][O:13][CH2:12][CH2:11]2)[N:7]=[C:5]([N:10]2[CH2:15][CH2:14][O:16][CH2:12][CH2:11]2)[N:4]=1. (5) Given the reactants C(OC(=O)[NH:7][CH:8]([CH2:32][C:33]1[CH:38]=[C:37]([F:39])[CH:36]=[C:35]([F:40])[CH:34]=1)[CH:9]([OH:31])[CH2:10][NH:11][C:12]1([C:21]2[CH:26]=[CH:25][CH:24]=[C:23]([C:27]([CH3:30])([CH3:29])[CH3:28])[CH:22]=2)[CH2:20][C:16]2[CH:17]=[N:18][O:19][C:15]=2[CH2:14][CH2:13]1)(C)(C)C, predict the reaction product. The product is: [NH2:7][CH:8]([CH2:32][C:33]1[CH:38]=[C:37]([F:39])[CH:36]=[C:35]([F:40])[CH:34]=1)[CH:9]([OH:31])[CH2:10][NH:11][C:12]1([C:21]2[CH:26]=[CH:25][CH:24]=[C:23]([C:27]([CH3:29])([CH3:28])[CH3:30])[CH:22]=2)[CH2:20][C:16]2[CH:17]=[N:18][O:19][C:15]=2[CH2:14][CH2:13]1. (6) Given the reactants C([O-])([O-])=O.[K+].[K+].Cl[CH2:8][CH2:9][CH2:10][CH2:11][C:12]([C:14]1[CH:19]=[CH:18][C:17]([N+:20]([O-:22])=[O:21])=[CH:16][CH:15]=1)=[O:13].[CH3:23][CH:24]([CH3:40])[C:25]([NH:27][C:28]1[CH:33]=[CH:32][CH:31]=[C:30]([CH:34]2[CH2:39][CH2:38][NH:37][CH2:36][CH2:35]2)[CH:29]=1)=[O:26], predict the reaction product. The product is: [CH3:23][CH:24]([CH3:40])[C:25]([NH:27][C:28]1[CH:33]=[CH:32][CH:31]=[C:30]([CH:34]2[CH2:39][CH2:38][N:37]([CH2:8][CH2:9][CH2:10][CH2:11][C:12]([C:14]3[CH:19]=[CH:18][C:17]([N+:20]([O-:22])=[O:21])=[CH:16][CH:15]=3)=[O:13])[CH2:36][CH2:35]2)[CH:29]=1)=[O:26]. (7) Given the reactants O.[O:2]=[C:3]1[NH:8][N:7]=[C:6]([C:9]([OH:11])=[O:10])[CH:5]=[CH:4]1.S(Cl)(Cl)=O.[CH3:16]O, predict the reaction product. The product is: [O:2]=[C:3]1[NH:8][N:7]=[C:6]([C:9]([O:11][CH3:16])=[O:10])[CH:5]=[CH:4]1. (8) Given the reactants [C:1]([O:4][CH:5]1[O:26][C@@H:25]([CH2:27][O:28][C:29](=[O:31])[CH3:30])[C@@H:20]([O:21][C:22](=[O:24])[CH3:23])[C@H:15]([O:16][C:17](=[O:19])[CH3:18])[C@@H:6]1[O:7]CC1C=CC=CC=1)(=[O:3])[CH3:2], predict the reaction product. The product is: [C:1]([O:4][CH:5]1[O:26][C@@H:25]([CH2:27][O:28][C:29](=[O:31])[CH3:30])[C@@H:20]([O:21][C:22](=[O:24])[CH3:23])[C@H:15]([O:16][C:17](=[O:19])[CH3:18])[C@@H:6]1[OH:7])(=[O:3])[CH3:2].